Dataset: Full USPTO retrosynthesis dataset with 1.9M reactions from patents (1976-2016). Task: Predict the reactants needed to synthesize the given product. (1) Given the product [CH3:1][O:2][C:3]1[C:11]([O:12][C:13]([F:16])([F:15])[F:14])=[CH:10][CH:9]=[CH:8][C:4]=1[C:5]([N:27]1[CH2:32][CH2:31][O:30][CH2:29][CH2:28]1)=[O:7], predict the reactants needed to synthesize it. The reactants are: [CH3:1][O:2][C:3]1[C:11]([O:12][C:13]([F:16])([F:15])[F:14])=[CH:10][CH:9]=[CH:8][C:4]=1[C:5]([OH:7])=O.ON1C2C=CC=CC=2N=N1.[NH:27]1[CH2:32][CH2:31][O:30][CH2:29][CH2:28]1.CN(CCCN=C=NCC)C.Cl. (2) Given the product [Cl:22][C:23]1[CH:24]=[C:25]([CH:26]=[CH:27][CH:28]=1)[O:29][C:2]1[CH:12]=[C:11]([F:13])[CH:10]=[CH:9][C:3]=1[C:4]([O:6][CH2:7][CH3:8])=[O:5], predict the reactants needed to synthesize it. The reactants are: F[C:2]1[CH:12]=[C:11]([F:13])[CH:10]=[CH:9][C:3]=1[C:4]([O:6][CH2:7][CH3:8])=[O:5].[O-]P([O-])([O-])=O.[K+].[K+].[K+].[Cl:22][C:23]1[CH:24]=[C:25]([OH:29])[CH:26]=[CH:27][CH:28]=1.CCOCC.